Predict the reaction yield, written as a fraction of the theoretical maximum amount of product (1.0 means a 100% yield; for example, 0.34 means a 34% yield). From a dataset of Reaction yield outcomes from USPTO patents with 853,638 reactions. (1) The reactants are Cl.[NH2:2][C@@H:3]1[C:9](=[O:10])[N:8]([CH2:11][C:12]2[C:21]3[C:16](=[CH:17][CH:18]=[CH:19][CH:20]=3)[CH:15]=[CH:14][C:13]=2[CH3:22])[C:7]2[CH:23]=[CH:24][C:25]([C:27]#[N:28])=[CH:26][C:6]=2[NH:5][CH2:4]1.[N:29]([C:36]([O:38][C:39]([CH3:42])([CH3:41])[CH3:40])=[O:37])([CH3:35])[C@H:30]([C:32](O)=[O:33])[CH3:31].C1C=CC2N(O)N=NC=2C=1.CCN(C(C)C)C(C)C.CN(C(ON1N=NC2C=CC=CC1=2)=[N+](C)C)C.F[P-](F)(F)(F)(F)F. The catalyst is CN(C=O)C.C(OCC)(=O)C. The product is [C:39]([O:38][C:36](=[O:37])[N:29]([C@H:30]([C:32](=[O:33])[NH:2][C@@H:3]1[C:9](=[O:10])[N:8]([CH2:11][C:12]2[C:21]3[C:16](=[CH:17][CH:18]=[CH:19][CH:20]=3)[CH:15]=[CH:14][C:13]=2[CH3:22])[C:7]2[CH:23]=[CH:24][C:25]([C:27]#[N:28])=[CH:26][C:6]=2[NH:5][CH2:4]1)[CH3:31])[CH3:35])([CH3:40])([CH3:41])[CH3:42]. The yield is 0.925. (2) The reactants are [F:1][C:2]1[CH:7]=[CH:6][C:5](B(O)O)=[CH:4][CH:3]=1.Br[C:12]1[S:13][CH:14]=[CH:15][N:16]=1. The catalyst is C1(C)C=CC=CC=1.C(O)C.C1C=CC([P]([Pd]([P](C2C=CC=CC=2)(C2C=CC=CC=2)C2C=CC=CC=2)([P](C2C=CC=CC=2)(C2C=CC=CC=2)C2C=CC=CC=2)[P](C2C=CC=CC=2)(C2C=CC=CC=2)C2C=CC=CC=2)(C2C=CC=CC=2)C2C=CC=CC=2)=CC=1. The product is [F:1][C:2]1[CH:7]=[CH:6][C:5]([C:12]2[S:13][CH:14]=[CH:15][N:16]=2)=[CH:4][CH:3]=1. The yield is 0.820. (3) The product is [Br:20][CH:13]1[C:3]2([C:4]3[C:9](=[CH:8][CH:7]=[CH:6][CH:5]=3)[NH:1][C:2]2=[O:14])[CH2:10][CH2:11][CH2:12]1. The reactants are [NH:1]1[C:9]2[C:4](=[CH:5][CH:6]=[CH:7][CH:8]=2)[C:3]2([CH2:13][CH2:12][CH2:11][CH2:10]2)[C:2]1=[O:14].C([O-])(=O)C.[Na+].[Br:20]Br.C(=O)([O-])O.[Na+]. The catalyst is C(O)(=O)C. The yield is 0.960. (4) The reactants are [C:1]1([S:7]([N:10]2[C:18]3[CH:17]=[CH:16][CH:15]=[C:14]([C:19](OC)=[O:20])[C:13]=3[CH:12]=[N:11]2)(=[O:9])=[O:8])[CH:6]=[CH:5][CH:4]=[CH:3][CH:2]=1.[BH4-].[Li+]. The catalyst is C1COCC1.C1(C)C=CC=CC=1. The product is [C:1]1([S:7]([N:10]2[C:18]3[C:13](=[C:14]([CH2:19][OH:20])[CH:15]=[CH:16][CH:17]=3)[CH:12]=[N:11]2)(=[O:8])=[O:9])[CH:2]=[CH:3][CH:4]=[CH:5][CH:6]=1. The yield is 0.710.